Task: Predict the reaction yield, written as a fraction of the theoretical maximum amount of product (1.0 means a 100% yield; for example, 0.34 means a 34% yield).. Dataset: Reaction yield outcomes from USPTO patents with 853,638 reactions (1) The reactants are [Cl:1][C:2]1[CH:10]=[C:9]2[C:5]([C:6]([C:11]([O:13]C)=[O:12])=[CH:7][NH:8]2)=[CH:4][C:3]=1[C:15]1[CH:20]=[CH:19][C:18]([O:21][CH2:22][CH2:23][CH2:24][OH:25])=[C:17]([F:26])[CH:16]=1.[OH-].[Na+].Cl. The catalyst is CO.O. The product is [Cl:1][C:2]1[CH:10]=[C:9]2[C:5]([C:6]([C:11]([OH:13])=[O:12])=[CH:7][NH:8]2)=[CH:4][C:3]=1[C:15]1[CH:20]=[CH:19][C:18]([O:21][CH2:22][CH2:23][CH2:24][OH:25])=[C:17]([F:26])[CH:16]=1. The yield is 0.520. (2) The reactants are Cl.[NH2:2][CH2:3][CH2:4][C:5]([O:7][CH2:8][CH3:9])=[O:6].[CH3:10][CH:11]([CH3:40])[CH2:12][C@H:13]([NH:30][C:31]1[CH:39]=[CH:38][C:34]([C:35](O)=[O:36])=[CH:33][N:32]=1)[C:14]1[CH:19]=[CH:18][C:17]([C:20]2[CH:25]=[CH:24][C:23]([C:26]([F:29])([F:28])[F:27])=[CH:22][N:21]=2)=[CH:16][CH:15]=1.O.OC1C2N=NNC=2C=CC=1.C(N(CC)CC)C.Cl.C(N=C=NCCCN(C)C)C. The catalyst is ClCCl.C(=O)(O)[O-].[Na+]. The product is [CH3:10][CH:11]([CH3:40])[CH2:12][C@H:13]([NH:30][C:31]1[N:32]=[CH:33][C:34]([C:35]([NH:2][CH2:3][CH2:4][C:5]([O:7][CH2:8][CH3:9])=[O:6])=[O:36])=[CH:38][CH:39]=1)[C:14]1[CH:15]=[CH:16][C:17]([C:20]2[CH:25]=[CH:24][C:23]([C:26]([F:27])([F:28])[F:29])=[CH:22][N:21]=2)=[CH:18][CH:19]=1. The yield is 0.860. (3) The reactants are [Br:1][C:2]1[CH:3]=[C:4]([OH:9])[CH:5]=[C:6]([Br:8])[CH:7]=1.[C:10](=O)([O-])[O-].[K+].[K+].IC. The catalyst is CC(C)=O.O.C(OCC)(=O)C. The product is [Br:1][C:2]1[CH:3]=[C:4]([O:9][CH3:10])[CH:5]=[C:6]([Br:8])[CH:7]=1. The yield is 0.970. (4) The reactants are [Cl:1][C:2]1[CH:7]=[CH:6][C:5]([C@@H:8]([OH:12])[CH2:9][CH2:10][OH:11])=[CH:4][C:3]=1[F:13].N1C=CN=C1.[Si:19](Cl)([C:22]([CH3:25])([CH3:24])[CH3:23])([CH3:21])[CH3:20]. The catalyst is ClCCl. The product is [Si:19]([O:11][CH2:10][CH2:9][C@@H:8]([C:5]1[CH:6]=[CH:7][C:2]([Cl:1])=[C:3]([F:13])[CH:4]=1)[OH:12])([C:22]([CH3:25])([CH3:24])[CH3:23])([CH3:21])[CH3:20]. The yield is 0.513. (5) The reactants are [CH3:1][O:2][C:3](=[O:16])[C:4]1[CH:9]=[CH:8][C:7]([O:10][CH2:11][CH2:12][Cl:13])=[C:6]([O:14][CH3:15])[CH:5]=1.C(OC(=O)C)(=O)C.[N+:24]([O-])([OH:26])=[O:25]. The catalyst is C(O)(=O)C. The product is [CH3:1][O:2][C:3](=[O:16])[C:4]1[CH:5]=[C:6]([O:14][CH3:15])[C:7]([O:10][CH2:11][CH2:12][Cl:13])=[CH:8][C:9]=1[N+:24]([O-:26])=[O:25]. The yield is 0.850.